This data is from hERG Central: cardiac toxicity at 1µM, 10µM, and general inhibition. The task is: Predict hERG channel inhibition at various concentrations. (1) The compound is O=C(Nc1ccccc1)C1CCN(C(=O)c2ccc(Br)cc2)CC1. Results: hERG_inhib (hERG inhibition (general)): blocker. (2) The compound is CCn1c(COc2ccccc2)nnc1SCc1ccc(C#N)cc1. Results: hERG_inhib (hERG inhibition (general)): blocker. (3) The molecule is CCCCN(C)C(=O)c1cc2c(s1)-c1ccccc1S(=O)(=O)C2. Results: hERG_inhib (hERG inhibition (general)): blocker.